Dataset: Full USPTO retrosynthesis dataset with 1.9M reactions from patents (1976-2016). Task: Predict the reactants needed to synthesize the given product. (1) The reactants are: [C:1]([C:3]1[C:12]([N+:13]([O-])=O)=[CH:11][C:6]([C:7]([O:9][CH3:10])=[O:8])=[C:5]([CH3:16])[CH:4]=1)#[N:2]. Given the product [NH2:13][C:12]1[C:3]([C:1]#[N:2])=[CH:4][C:5]([CH3:16])=[C:6]([CH:11]=1)[C:7]([O:9][CH3:10])=[O:8], predict the reactants needed to synthesize it. (2) Given the product [CH:15]1([CH2:14][C@@H:9]2[NH:8][CH2:22][CH:23]([C:26]3[CH:31]=[C:30]([F:32])[CH:29]=[C:28]([F:33])[CH:27]=3)[NH:24][C:10]2=[O:11])[CH2:21][CH2:20][CH2:19][CH2:18][CH2:17][CH2:16]1, predict the reactants needed to synthesize it. The reactants are: C([N:8]([CH2:22][C:23]([C:26]1[CH:31]=[C:30]([F:32])[CH:29]=[C:28]([F:33])[CH:27]=1)=[N:24]O)[C@@H:9]([CH2:14][CH:15]1[CH2:21][CH2:20][CH2:19][CH2:18][CH2:17][CH2:16]1)[C:10](OC)=[O:11])C1C=CC=CC=1.[H][H]. (3) The reactants are: C(OC([N:8]1[CH2:12][CH2:11][C:10]2([CH2:16][CH2:15][N:14]([CH:17]3[CH2:19][CH2:18]3)[CH2:13]2)[CH2:9]1)=O)(C)(C)C.[ClH:20]. Given the product [CH:17]1([N:14]2[CH2:15][CH2:16][C:10]3([CH2:11][CH2:12][NH:8][CH2:9]3)[CH2:13]2)[CH2:19][CH2:18]1.[ClH:20], predict the reactants needed to synthesize it. (4) Given the product [F:9][CH2:8][C:4]1[N:3]=[C:2]([C:13]#[C:12][CH2:11][CH2:10][C:14]2[CH:23]=[CH:22][C:21]3[C:16](=[CH:17][CH:18]=[CH:19][CH:20]=3)[N:15]=2)[CH:7]=[CH:6][CH:5]=1, predict the reactants needed to synthesize it. The reactants are: Br[C:2]1[CH:7]=[CH:6][CH:5]=[C:4]([CH2:8][F:9])[N:3]=1.[CH2:10]([C:14]1[CH:23]=[CH:22][C:21]2[C:16](=[CH:17][CH:18]=[CH:19][CH:20]=2)[N:15]=1)[CH2:11][C:12]#[CH:13]. (5) Given the product [CH3:22][O:23][C:24]1[CH:29]=[CH:28][C:27]([CH2:30][C:31]([NH:19][C:17]2[CH:18]=[C:13]3[CH:12]=[CH:11][CH:10]=[C:9]4[C:14]3=[C:15]([CH:16]=2)[C:20](=[O:21])[N:6]([CH2:5][CH2:4][N:2]([CH3:1])[CH3:3])[C:7]4=[O:8])=[O:32])=[CH:26][CH:25]=1, predict the reactants needed to synthesize it. The reactants are: [CH3:1][N:2]([CH2:4][CH2:5][N:6]1[C:20](=[O:21])[C:15]2=[CH:16][C:17]([NH2:19])=[CH:18][C:13]3[C:14]2=[C:9]([CH:10]=[CH:11][CH:12]=3)[C:7]1=[O:8])[CH3:3].[CH3:22][O:23][C:24]1[CH:29]=[CH:28][C:27]([CH2:30][C:31](Cl)=[O:32])=[CH:26][CH:25]=1. (6) Given the product [Cl:15][C:16]1[CH:17]=[C:18]2[C:22](=[CH:23][CH:24]=1)[N:21]([CH2:5][CH2:6][CH:7]([CH3:12])[CH3:8])[C:20](=[O:25])[C:19]2=[O:26], predict the reactants needed to synthesize it. The reactants are: C(N1[C:12]2[C:7](=[CH:8]C=CC=2)[C:6](=O)[C:5]1=O)CC.[Cl:15][C:16]1[CH:17]=[C:18]2[C:22](=[CH:23][CH:24]=1)[NH:21][C:20](=[O:25])[C:19]2=[O:26].BrCCC(C)C.